This data is from Forward reaction prediction with 1.9M reactions from USPTO patents (1976-2016). The task is: Predict the product of the given reaction. (1) Given the reactants [CH3:1][C:2]1[C:6]2[CH:7]=[CH:8][CH:9]=[CH:10][C:5]=2[O:4][C:3]=1[CH:11]([NH:20][C:21]1[CH:29]=[CH:28][C:24]([C:25](O)=[O:26])=[CH:23][CH:22]=1)[CH2:12][O:13][C:14]1[CH:19]=[CH:18][CH:17]=[CH:16][CH:15]=1.Cl.[CH2:31]([O:33][C:34](=[O:38])[CH2:35][CH2:36][NH2:37])[CH3:32].O.ON1C2C=CC=CC=2N=N1.Cl.C(N=C=NCCCN(C)C)C.Cl, predict the reaction product. The product is: [CH3:1][C:2]1[C:6]2[CH:7]=[CH:8][CH:9]=[CH:10][C:5]=2[O:4][C:3]=1[CH:11]([NH:20][C:21]1[CH:22]=[CH:23][C:24]([C:25]([NH:37][CH2:36][CH2:35][C:34]([O:33][CH2:31][CH3:32])=[O:38])=[O:26])=[CH:28][CH:29]=1)[CH2:12][O:13][C:14]1[CH:19]=[CH:18][CH:17]=[CH:16][CH:15]=1. (2) Given the reactants [OH:1][CH2:2][C:3]([OH:5])=O.[NH2:6][C:7]1[CH:8]=[C:9]([C:13]2[N:18]=[C:17]([NH2:19])[N:16]=[C:15]([NH:20][CH3:21])[CH:14]=2)[CH:10]=[CH:11][CH:12]=1.OC1C2N=NNC=2C=CC=1.C1(N=C=NC2CCCCC2)CCCCC1, predict the reaction product. The product is: [NH2:19][C:17]1[N:18]=[C:13]([C:9]2[CH:8]=[C:7]([NH:6][C:3](=[O:5])[CH2:2][OH:1])[CH:12]=[CH:11][CH:10]=2)[CH:14]=[C:15]([NH:20][CH3:21])[N:16]=1. (3) The product is: [CH2:14]([O:13][C:10]1[CH:11]=[CH:12][C:7]([C:6]([NH:5][CH2:4][CH2:3][NH:2][C:28]([C:26]2[C:25]([C:31]([F:34])([F:32])[F:33])=[N:24][N:23]([C:17]3[CH:22]=[CH:21][CH:20]=[CH:19][CH:18]=3)[CH:27]=2)=[O:29])=[O:16])=[CH:8][CH:9]=1)[CH3:15]. Given the reactants Cl.[NH2:2][CH2:3][CH2:4][NH:5][C:6](=[O:16])[C:7]1[CH:12]=[CH:11][C:10]([O:13][CH2:14][CH3:15])=[CH:9][CH:8]=1.[C:17]1([N:23]2[CH:27]=[C:26]([C:28](O)=[O:29])[C:25]([C:31]([F:34])([F:33])[F:32])=[N:24]2)[CH:22]=[CH:21][CH:20]=[CH:19][CH:18]=1.Cl.C(N=C=NCCCN(C)C)C.C1C=CC2N(O)N=NC=2C=1.C(N(CC)CC)C, predict the reaction product. (4) Given the reactants C(N(CC)CC)C.[OH:8][C@H:9]1[CH2:13][CH2:12][N:11]([CH2:14][C:15]2[CH:20]=[CH:19][C:18]([CH3:21])=[CH:17][CH:16]=2)[C:10]1=[O:22].[CH3:23][S:24](Cl)(=[O:26])=[O:25], predict the reaction product. The product is: [CH3:23][S:24]([O:8][C@H:9]1[CH2:13][CH2:12][N:11]([CH2:14][C:15]2[CH:20]=[CH:19][C:18]([CH3:21])=[CH:17][CH:16]=2)[C:10]1=[O:22])(=[O:26])=[O:25]. (5) Given the reactants CC(C[AlH]C[CH:7]([CH3:9])[CH3:8])C.[CH:10]([N-:13][CH:14]([CH3:16])[CH3:15])([CH3:12])[CH3:11].[Li+:17], predict the reaction product. The product is: [Li:17][CH2:10][CH2:9][CH2:7][CH3:8].[CH:10]([NH:13][CH:14]([CH3:16])[CH3:15])([CH3:12])[CH3:11]. (6) Given the reactants C(OC([N:8]1[CH2:13][CH2:12][CH:11]([CH2:14][C:15]([NH:17][CH:18]([C:26]2[CH:31]=[CH:30][C:29]([F:32])=[CH:28][CH:27]=2)[C:19]2[CH:24]=[CH:23][C:22]([F:25])=[CH:21][CH:20]=2)=[O:16])[CH2:10][CH2:9]1)=O)(C)(C)C.CCOCC.[ClH:38], predict the reaction product. The product is: [ClH:38].[F:25][C:22]1[CH:21]=[CH:20][C:19]([CH:18]([C:26]2[CH:27]=[CH:28][C:29]([F:32])=[CH:30][CH:31]=2)[NH:17][C:15](=[O:16])[CH2:14][CH:11]2[CH2:12][CH2:13][NH:8][CH2:9][CH2:10]2)=[CH:24][CH:23]=1. (7) Given the reactants [CH3:1][O:2][C:3]1[C:4]([NH2:9])=[CH:5][CH:6]=[CH:7][CH:8]=1.Br[CH2:11][C:12]([O:14][CH2:15][CH3:16])=[O:13].C(=O)([O-])[O-].[Na+].[Na+].[C:23]([O:26][CH2:27][CH3:28])(=[O:25])[CH3:24], predict the reaction product. The product is: [CH2:15]([O:14][C:12](=[O:13])[CH2:11][N:9]([C:4]1[CH:5]=[CH:6][CH:7]=[CH:8][C:3]=1[O:2][CH3:1])[CH2:24][C:23]([O:26][CH2:27][CH3:28])=[O:25])[CH3:16]. (8) Given the reactants [C:1](#[N:3])[CH3:2].C([Li])CCC.[Cl:9][C:10]1[CH:11]=[C:12]([C:17](=[O:28])[CH2:18][O:19][C:20]2[CH:25]=[CH:24][C:23]([O:26][CH3:27])=[CH:22][CH:21]=2)[CH:13]=[CH:14][C:15]=1[Cl:16], predict the reaction product. The product is: [Cl:9][C:10]1[CH:11]=[C:12]([C:17]([OH:28])([CH2:18][O:19][C:20]2[CH:25]=[CH:24][C:23]([O:26][CH3:27])=[CH:22][CH:21]=2)[CH2:2][C:1]#[N:3])[CH:13]=[CH:14][C:15]=1[Cl:16].